From a dataset of Full USPTO retrosynthesis dataset with 1.9M reactions from patents (1976-2016). Predict the reactants needed to synthesize the given product. (1) Given the product [CH3:1][N:2]1[CH2:7][CH2:6][CH:5]([CH:8]2[CH2:17][C:16]3[C:11](=[CH:12][CH:13]=[CH:14][CH:15]=3)[C:10](=[O:18])[NH:9]2)[CH2:4][CH2:3]1, predict the reactants needed to synthesize it. The reactants are: [CH3:1][N:2]1[CH2:7][CH2:6][CH:5]([C:8]2[NH:9][C:10](=[O:18])[C:11]3[C:16]([CH:17]=2)=[CH:15][CH:14]=[CH:13][CH:12]=3)[CH2:4][CH2:3]1. (2) Given the product [C:32]([O:36][C:37](=[O:49])[NH:38][CH2:39][C@@H:40]([NH:48][C:20]([C:8]1[C:9]2[C:10](=[C:11]3[C:16](=[CH:17][CH:18]=2)[CH:15]=[N:14][CH:13]=[CH:12]3)[NH:19][C:7]=1[C:1]1[CH:2]=[CH:3][CH:4]=[CH:5][CH:6]=1)=[O:21])[CH2:41][C:42]1[CH:43]=[CH:44][CH:45]=[CH:46][CH:47]=1)([CH3:35])([CH3:33])[CH3:34], predict the reactants needed to synthesize it. The reactants are: [C:1]1([C:7]2[NH:19][C:10]3=[C:11]4[C:16](=[CH:17][CH:18]=[C:9]3[C:8]=2[C:20](O)=[O:21])[CH:15]=[N:14][CH:13]=[CH:12]4)[CH:6]=[CH:5][CH:4]=[CH:3][CH:2]=1.CCN(C(C)C)C(C)C.[C:32]([O:36][C:37](=[O:49])[NH:38][CH2:39][C@@H:40]([NH2:48])[CH2:41][C:42]1[CH:47]=[CH:46][CH:45]=[CH:44][CH:43]=1)([CH3:35])([CH3:34])[CH3:33].CCN=C=NCCCN(C)C.Cl.C1C=CC2N(O)N=NC=2C=1. (3) Given the product [C:1]([O:5][C:6]([CH:8]1[CH:12]([C:13]2[CH:18]=[CH:17][CH:16]=[C:15]([Cl:19])[C:14]=2[F:20])[C:11]([C:23]2[CH:28]=[CH:27][C:26]([Cl:29])=[CH:25][C:24]=2[F:30])([C:21]#[N:22])[CH:10]([CH3:31])[N:9]1[CH2:33][CH:34]=[C:35]([CH3:37])[CH3:36])=[O:7])([CH3:4])([CH3:2])[CH3:3], predict the reactants needed to synthesize it. The reactants are: [C:1]([O:5][C:6]([C@H:8]1[C@H:12]([C:13]2[CH:18]=[CH:17][CH:16]=[C:15]([Cl:19])[C:14]=2[F:20])[C@:11]([C:23]2[CH:28]=[CH:27][C:26]([Cl:29])=[CH:25][C:24]=2[F:30])([C:21]#[N:22])[C@@H:10]([CH3:31])[NH:9]1)=[O:7])([CH3:4])([CH3:3])[CH3:2].Br[CH2:33][CH:34]=[C:35]([CH3:37])[CH3:36].C(=O)([O-])[O-].[Cs+].[Cs+]. (4) Given the product [S:9]1[C:10]2[CH:16]=[CH:15][CH:14]=[CH:13][C:11]=2[N:12]=[C:8]1[C:6]1[N:7]=[C:2]([NH:40][C:39]2[CH:38]=[CH:37][C:36]([N:33]3[CH2:32][CH2:31][N:30]([CH3:29])[CH2:35][CH2:34]3)=[CH:42][CH:41]=2)[C:3]2[NH:19][N:18]=[CH:17][C:4]=2[N:5]=1, predict the reactants needed to synthesize it. The reactants are: Cl[C:2]1[C:3]2[C:4](=[CH:17][N:18](CC3C=CC(OC)=CC=3)[N:19]=2)[N:5]=[C:6]([C:8]2[S:9][C:10]3[CH:16]=[CH:15][CH:14]=[CH:13][C:11]=3[N:12]=2)[N:7]=1.[CH3:29][N:30]1[CH2:35][CH2:34][N:33]([C:36]2[CH:42]=[CH:41][C:39]([NH2:40])=[CH:38][CH:37]=2)[CH2:32][CH2:31]1.Cl. (5) Given the product [ClH:12].[CH:13]1[C:22]2[C:17](=[C:18]([NH:23][C@H:24]3[CH2:25][CH2:26][C@H:27]([NH:30][CH2:2][CH2:3][CH2:4][OH:5])[CH2:28][CH2:29]3)[CH:19]=[CH:20][CH:21]=2)[CH:16]=[CH:15][N:14]=1, predict the reactants needed to synthesize it. The reactants are: Br[CH2:2][CH2:3][CH2:4][O:5][CH:4]1[CH2:3][CH2:2]CC[O:5]1.[ClH:12].[CH:13]1[C:22]2[C:17](=[C:18]([NH:23][C@H:24]3[CH2:29][CH2:28][C@H:27]([NH2:30])[CH2:26][CH2:25]3)[CH:19]=[CH:20][CH:21]=2)[CH:16]=[CH:15][N:14]=1. (6) Given the product [C:1]([NH:5][S:6]([C:9]1[C:10]([C:15]2[CH:20]=[CH:19][C:18]([C:32]3[CH:41]=[N:40][C:39]4[NH:38][CH2:37][CH2:36][O:35][C:34]=4[CH:33]=3)=[C:17]([F:30])[CH:16]=2)=[CH:11][CH:12]=[CH:13][CH:14]=1)(=[O:8])=[O:7])([CH3:2])([CH3:3])[CH3:4], predict the reactants needed to synthesize it. The reactants are: [C:1]([NH:5][S:6]([C:9]1[C:10]([C:15]2[CH:20]=[CH:19][C:18](B3OC(C)(C)C(C)(C)O3)=[C:17]([F:30])[CH:16]=2)=[CH:11][CH:12]=[CH:13][CH:14]=1)(=[O:8])=[O:7])([CH3:4])([CH3:3])[CH3:2].Br[C:32]1[CH:41]=[N:40][C:39]2[NH:38][CH2:37][CH2:36][O:35][C:34]=2[CH:33]=1.